Task: Predict the product of the given reaction.. Dataset: Forward reaction prediction with 1.9M reactions from USPTO patents (1976-2016) (1) Given the reactants F[B-](F)(F)F.F[B-](F)(F)F.ClC[N+]12CC[N+]([F:21])(CC1)CC2.[C:22]([O:26][C:27](=[O:44])[C:28]1[C:33]([NH:34][C:35]2[CH:40]=[CH:39][C:38]([Br:41])=[CH:37][C:36]=2[Cl:42])=[CH:32][C:31]([NH2:43])=[N:30][CH:29]=1)([CH3:25])([CH3:24])[CH3:23].CO, predict the reaction product. The product is: [C:22]([O:26][C:27](=[O:44])[C:28]1[C:33]([NH:34][C:35]2[CH:40]=[CH:39][C:38]([Br:41])=[CH:37][C:36]=2[Cl:42])=[C:32]([F:21])[C:31]([NH2:43])=[N:30][CH:29]=1)([CH3:25])([CH3:23])[CH3:24]. (2) Given the reactants [NH2:1][C:2]1[C:7]([C:8]#[N:9])=[C:6]([C:10]2[O:11][CH:12]=[CH:13][CH:14]=2)[C:5]([C:15]#[N:16])=[C:4]([S:17][CH3:18])[N:3]=1.C1(C2[O:27]N2S(C2C=CC=CC=2)(=O)=O)C=CC=CC=1, predict the reaction product. The product is: [NH2:1][C:2]1[C:7]([C:8]#[N:9])=[C:6]([C:10]2[O:11][CH:12]=[CH:13][CH:14]=2)[C:5]([C:15]#[N:16])=[C:4]([S:17]([CH3:18])=[O:27])[N:3]=1. (3) Given the reactants [OH:1][C:2]1[S:3][C:4]([C:7]([OH:9])=O)=[CH:5][N:6]=1.CN(C(ON1N=NC2C=CC(=CC1=2)Cl)=[N+](C)C)C.F[P-](F)(F)(F)(F)F.CN(C=O)C.C([O:42][C:43](=[O:64])[C@H:44]([OH:63])[CH2:45][N:46]([CH2:48][C:49]1[CH:54]=[CH:53][C:52]([C:55]2[CH:60]=[C:59]([Cl:61])[CH:58]=[CH:57][C:56]=2[F:62])=[CH:51][CH:50]=1)[NH2:47])C.CCN(C(C)C)C(C)C.CCO.[Li+].[OH-].O, predict the reaction product. The product is: [Cl:61][C:59]1[CH:58]=[CH:57][C:56]([F:62])=[C:55]([C:52]2[CH:53]=[CH:54][C:49]([CH2:48][N:46]([CH2:45][C@@H:44]([OH:63])[C:43]([OH:64])=[O:42])[NH:47][C:7]([C:4]3[S:3][C:2]([OH:1])=[N:6][CH:5]=3)=[O:9])=[CH:50][CH:51]=2)[CH:60]=1. (4) The product is: [S:24]1[CH:28]=[CH:27][CH:26]=[C:25]1[S:29]([N:4]1[CH2:5][CH2:6][N:1]([C:7]([O:9][C:10]([CH3:13])([CH3:12])[CH3:11])=[O:8])[CH2:2][CH2:3]1)(=[O:31])=[O:30]. Given the reactants [N:1]1([C:7]([O:9][C:10]([CH3:13])([CH3:12])[CH3:11])=[O:8])[CH2:6][CH2:5][NH:4][CH2:3][CH2:2]1.C(Cl)Cl.C(N(CC)CC)C.[S:24]1[CH:28]=[CH:27][CH:26]=[C:25]1[S:29](Cl)(=[O:31])=[O:30], predict the reaction product.